This data is from Full USPTO retrosynthesis dataset with 1.9M reactions from patents (1976-2016). The task is: Predict the reactants needed to synthesize the given product. Given the product [C:10]([O:9][C:7]([N:4]1[CH2:5][CH2:6][C@H:2]([NH:1][CH2:20][C:15]2[CH:16]=[CH:17][CH:18]=[CH:19][C:14]=2[C:22]2[CH:27]=[CH:26][CH:25]=[CH:24][CH:23]=2)[CH2:3]1)=[O:8])([CH3:13])([CH3:12])[CH3:11], predict the reactants needed to synthesize it. The reactants are: [NH2:1][C@H:2]1[CH2:6][CH2:5][N:4]([C:7]([O:9][C:10]([CH3:13])([CH3:12])[CH3:11])=[O:8])[CH2:3]1.[C:14]1([C:22]2[CH:27]=[CH:26][CH:25]=[CH:24][CH:23]=2)[C:15]([CH:20]=O)=[CH:16][CH:17]=[CH:18][CH:19]=1.[O-]S([O-])(=O)=O.[Mg+2].C(O[BH-](OC(=O)C)OC(=O)C)(=O)C.[Na+].